From a dataset of Full USPTO retrosynthesis dataset with 1.9M reactions from patents (1976-2016). Predict the reactants needed to synthesize the given product. (1) Given the product [Cl:19][C:17]1[CH:16]=[CH:15][C:14]([CH3:20])=[C:13]([CH:18]=1)[C:34]([CH:31]1[CH2:32][CH2:33][N:28]([C:21]([O:23][C:24]([CH3:27])([CH3:26])[CH3:25])=[O:22])[CH2:29][CH2:30]1)=[O:39], predict the reactants needed to synthesize it. The reactants are: C([Mg]Cl)CCC.[Li]CCCC.Br[C:13]1[CH:18]=[C:17]([Cl:19])[CH:16]=[CH:15][C:14]=1[CH3:20].[C:21]([N:28]1[CH2:33][CH2:32][CH:31]([C:34](=[O:39])N(OC)C)[CH2:30][CH2:29]1)([O:23][C:24]([CH3:27])([CH3:26])[CH3:25])=[O:22].C(O)(=O)CC(CC(O)=O)(C(O)=O)O. (2) Given the product [I:2][C:18]1[O:22][N:21]=[C:20]([CH2:23][CH2:24][CH2:25][CH2:26][CH2:27][CH2:28][CH2:29][CH2:30][CH2:31][C:32]([OH:34])=[O:33])[CH:19]=1, predict the reactants needed to synthesize it. The reactants are: [Na].[I-:2].C([O-])(=O)C.[NH4+].C(OO)(=O)C.C([Sn](CCCC)(CCCC)[C:18]1[O:22][N:21]=[C:20]([CH2:23][CH2:24][CH2:25][CH2:26][CH2:27][CH2:28][CH2:29][CH2:30][CH2:31][C:32]([OH:34])=[O:33])[CH:19]=1)CCC.C(#N)C.